The task is: Predict the product of the given reaction.. This data is from Forward reaction prediction with 1.9M reactions from USPTO patents (1976-2016). (1) The product is: [OH:28][NH:27][C:1]([C:2]1[CH:7]=[C:6]2[C:5](=[CH:4][CH:3]=1)[N:59]([S:15]([C:9]1[CH:14]=[CH:13][CH:12]=[CH:11][CH:10]=1)(=[O:17])=[O:16])[CH:54]=[CH:55]2)=[O:69]. Given the reactants [CH2:1](Cl)[C:2]1[CH:7]=[CH:6][CH:5]=[CH:4][CH:3]=1.[C:9]1([S:15](Cl)(=[O:17])=[O:16])[CH:14]=[CH:13][CH:12]=[CH:11][CH:10]=1.CC([O-])(C)C.[K+].[Li+].[OH-].[NH2:27][O:28]C1CCCCO1.C1CN([P+](ON2N=[N:59][C:54]3[CH:55]=CC=CC2=3)(N2CCCC2)N2CCCC2)CC1.F[P-](F)(F)(F)(F)F.C(O)(C(F)(F)F)=[O:69], predict the reaction product. (2) The product is: [Br:1][C:2]1[CH:7]=[C:6]([CH3:8])[C:5]([S:9][C:10]2[C:15]([N+:16]([O-:18])=[O:17])=[C:14](/[CH:19]=[CH:20]/[N:21]([CH3:23])[CH3:22])[N:13]=[C:12]([N:24]([C:25]3[CH:26]=[CH:27][C:28]([C:29]#[N:30])=[CH:31][CH:32]=3)[C:45](=[O:46])[O:44][C:41]([CH3:43])([CH3:42])[CH3:40])[N:11]=2)=[C:4]([CH3:33])[CH:3]=1. Given the reactants [Br:1][C:2]1[CH:7]=[C:6]([CH3:8])[C:5]([S:9][C:10]2[C:15]([N+:16]([O-:18])=[O:17])=[C:14](/[CH:19]=[CH:20]/[N:21]([CH3:23])[CH3:22])[N:13]=[C:12]([NH:24][C:25]3[CH:32]=[CH:31][C:28]([C:29]#[N:30])=[CH:27][CH:26]=3)[N:11]=2)=[C:4]([CH3:33])[CH:3]=1.C(=O)([O-])[O-].[K+].[K+].[CH3:40][C:41]([O:44][C:45](O[C:45]([O:44][C:41]([CH3:43])([CH3:42])[CH3:40])=[O:46])=[O:46])([CH3:43])[CH3:42], predict the reaction product. (3) Given the reactants C(=O)([O-])[O-].[K+].[K+].[CH:7]([C:10]1[C:15](=[O:16])[NH:14][C:13](=[O:17])[NH:12][C:11]=1[O:18][C:19]1[CH:20]=[C:21]([CH:24]=[C:25]([CH3:27])[CH:26]=1)[C:22]#[N:23])([CH3:9])[CH3:8].[CH2:28](I)[CH2:29][CH2:30][CH3:31], predict the reaction product. The product is: [CH2:28]([N:12]1[C:11]([O:18][C:19]2[CH:20]=[C:21]([CH:24]=[C:25]([CH3:27])[CH:26]=2)[C:22]#[N:23])=[C:10]([CH:7]([CH3:9])[CH3:8])[C:15](=[O:16])[NH:14][C:13]1=[O:17])[CH2:29][CH2:30][CH3:31]. (4) Given the reactants [CH3:1][C:2]([NH:4][C:5]1[CH:6]=[CH:7][C:8]([OH:11])=[CH:9][CH:10]=1)=[O:3].[N:12]1[CH:17]=[CH:16][C:15]([C:18]2[CH:23]=[CH:22][N:21]=[CH:20][CH:19]=2)=[CH:14][CH:13]=1, predict the reaction product. The product is: [CH3:1][C:2]([NH:4][C:5]1[CH:10]=[CH:9][C:8]([OH:11])=[CH:7][CH:6]=1)=[O:3].[N:12]1[CH:17]=[CH:16][C:15]([C:18]2[CH:23]=[CH:22][N:21]=[CH:20][CH:19]=2)=[CH:14][CH:13]=1.[OH2:3].